This data is from Forward reaction prediction with 1.9M reactions from USPTO patents (1976-2016). The task is: Predict the product of the given reaction. (1) Given the reactants [F:1][C:2]1[CH:3]=[CH:4][C:5]2[CH:9]=[C:8]([C:10]3[CH2:15][CH2:14][NH:13][CH2:12][CH:11]=3)[S:7][C:6]=2[CH:16]=1.FC(F)(F)CO, predict the reaction product. The product is: [F:1][C:2]1[CH:3]=[CH:4][C:5]2[CH:9]=[C:8]([CH:10]3[CH2:11][CH2:12][NH:13][CH2:14][CH2:15]3)[S:7][C:6]=2[CH:16]=1. (2) Given the reactants [F:1][C:2]1[C:7]([OH:8])=[CH:6][CH:5]=[C:4]([F:9])[C:3]=1[NH:10][C:11](=O)[C:12]1[C:17]([F:18])=[CH:16][CH:15]=[C:14]([C:19]2[CH:24]=[CH:23][CH:22]=[C:21]([F:25])[CH:20]=2)[C:13]=1[CH3:26], predict the reaction product. The product is: [F:1][C:2]1[C:3]([NH:10][CH2:11][C:12]2[C:17]([F:18])=[CH:16][CH:15]=[C:14]([C:19]3[CH:24]=[CH:23][CH:22]=[C:21]([F:25])[CH:20]=3)[C:13]=2[CH3:26])=[C:4]([F:9])[CH:5]=[CH:6][C:7]=1[OH:8]. (3) The product is: [CH3:1][C:2]1[CH:3]=[C:4]([CH:18]=[C:19]([CH3:21])[CH:20]=1)[O:5][C:6]1[C:11]([CH2:12][CH3:13])=[C:10]([CH3:14])[NH:9][C:8](=[O:15])[C:7]=1[CH2:16][CH3:17]. Given the reactants [CH3:1][C:2]1[CH:3]=[C:4]([CH:18]=[C:19]([CH3:21])[CH:20]=1)[O:5][C:6]1[C:11]([CH2:12][CH3:13])=[C:10]([CH3:14])[NH:9][C:8](=[O:15])[C:7]=1[CH:16]=[CH2:17], predict the reaction product. (4) Given the reactants [CH2:1]([O:3][C:4](=[O:25])[N:5]([C:14]1[CH:19]=[C:18](Cl)[N:17]=[C:16]([NH2:21])[C:15]=1[N+:22]([O-:24])=[O:23])[CH2:6][C:7]1[CH:8]=[N:9][C:10]([CH3:13])=[CH:11][CH:12]=1)[CH3:2].[O:26]1[CH2:31][CH2:30][CH:29]([CH2:32][OH:33])[CH2:28][CH2:27]1.[H-].[Na+], predict the reaction product. The product is: [CH2:1]([O:3][C:4](=[O:25])[N:5]([C:14]1[CH:19]=[C:18]([O:33][CH2:32][CH:29]2[CH2:30][CH2:31][O:26][CH2:27][CH2:28]2)[N:17]=[C:16]([NH2:21])[C:15]=1[N+:22]([O-:24])=[O:23])[CH2:6][C:7]1[CH:8]=[N:9][C:10]([CH3:13])=[CH:11][CH:12]=1)[CH3:2].